This data is from Reaction yield outcomes from USPTO patents with 853,638 reactions. The task is: Predict the reaction yield, written as a fraction of the theoretical maximum amount of product (1.0 means a 100% yield; for example, 0.34 means a 34% yield). The reactants are [CH2:1]([C:3]1[NH:4][C:5]2[C:10]([C:11]=1[CH3:12])=[CH:9][CH:8]=[CH:7][CH:6]=2)[CH3:2].[H-].[Na+].Br[CH2:16][C:17]1[CH:34]=[CH:33][C:20]2/[C:21](=[CH:30]/[C:31]#[N:32])/[C:22]3[CH:29]=[CH:28][CH:27]=[CH:26][C:23]=3[CH2:24][CH2:25][C:19]=2[CH:18]=1.O. The catalyst is CN(C=O)C. The product is [CH2:1]([C:3]1[N:4]([CH2:16][C:17]2[CH:34]=[CH:33][C:20]3/[C:21](=[CH:30]/[C:31]#[N:32])/[C:22]4[CH:29]=[CH:28][CH:27]=[CH:26][C:23]=4[CH2:24][CH2:25][C:19]=3[CH:18]=2)[C:5]2[C:10]([C:11]=1[CH3:12])=[CH:9][CH:8]=[CH:7][CH:6]=2)[CH3:2]. The yield is 0.470.